Dataset: Reaction yield outcomes from USPTO patents with 853,638 reactions. Task: Predict the reaction yield, written as a fraction of the theoretical maximum amount of product (1.0 means a 100% yield; for example, 0.34 means a 34% yield). (1) The reactants are Br[CH2:2][C:3]1[CH:11]=[CH:10][C:6]2=[N:7][O:8][N:9]=[C:5]2[CH:4]=1.O[N:13]1[C:17](=[O:18])[C:16]2=[CH:19][CH:20]=[CH:21][CH:22]=[C:15]2[C:14]1=[O:23].C(N(CC)C(C)C)(C)C.[O:33]1CCCC1. No catalyst specified. The product is [N:7]1[O:8][N:9]=[C:5]2[CH:4]=[C:3]([CH2:2][O:33][C:19]3[CH:20]=[CH:21][CH:22]=[C:15]4[C:14]([NH:13][C:17](=[O:18])[C:16]=34)=[O:23])[CH:11]=[CH:10][C:6]=12. The yield is 0.940. (2) The reactants are [NH:1]([C:3]1[CH:8]=[CH:7][C:6]([S:9]([NH2:12])(=[O:11])=[O:10])=[CH:5][C:4]=1[CH2:13][OH:14])[NH2:2].CO[CH2:17]/[C:18](=[N:20]/[C:21](=O)[CH2:22][C:23]1[CH:28]=[CH:27][CH:26]=[CH:25][CH:24]=1)/C. No catalyst specified. The product is [CH2:22]([C:21]1[N:1]([C:3]2[CH:8]=[CH:7][C:6]([S:9]([NH2:12])(=[O:10])=[O:11])=[CH:5][C:4]=2[CH2:13][OH:14])[N:2]=[C:18]([CH3:17])[N:20]=1)[C:23]1[CH:28]=[CH:27][CH:26]=[CH:25][CH:24]=1. The yield is 0.640. (3) The reactants are [BH4-].[Na+].[C:3]1([S:9]([C:12]2[CH:19]=[CH:18][CH:17]=[CH:16][C:13]=2[CH:14]=[O:15])(=[O:11])=[O:10])[CH:8]=[CH:7][CH:6]=[CH:5][CH:4]=1. The catalyst is CO. The product is [C:3]1([S:9]([C:12]2[CH:19]=[CH:18][CH:17]=[CH:16][C:13]=2[CH2:14][OH:15])(=[O:11])=[O:10])[CH:4]=[CH:5][CH:6]=[CH:7][CH:8]=1. The yield is 0.970. (4) The reactants are [CH3:1][O:2][CH2:3][C:4](Cl)=O.[NH2:7][NH:8][C:9]([NH2:11])=[S:10]. The catalyst is N1C=CC=CC=1. The product is [CH3:1][O:2][CH2:3][C:4]1[NH:7][N:8]=[C:9]([SH:10])[N:11]=1. The yield is 0.330. (5) The reactants are [Cl:1][C:2]1[S:6][C:5]([C:7]([OH:9])=O)=[CH:4][C:3]=1[C:10]1[N:14]([CH3:15])[N:13]=[CH:12][C:11]=1[Cl:16].[NH2:17][C@@H:18]([CH2:31][C:32]1[CH:37]=[CH:36][CH:35]=[C:34]([C:38]([F:41])([F:40])[F:39])[CH:33]=1)[CH2:19][N:20]1[C:28](=[O:29])[C:27]2[C:22](=[CH:23][CH:24]=[CH:25][CH:26]=2)[C:21]1=[O:30].CC(OC(N[C@H](C(O)=O)CC1C=CC=CC=1C(F)(F)F)=O)(C)C.C1CN([P+](Br)(N2CCCC2)N2CCCC2)CC1.F[P-](F)(F)(F)(F)F.CCN(C(C)C)C(C)C. The catalyst is C(Cl)(Cl)Cl. The product is [Cl:1][C:2]1[S:6][C:5]([C:7]([NH:17][C@@H:18]([CH2:31][C:32]2[CH:37]=[CH:36][CH:35]=[C:34]([C:38]([F:41])([F:39])[F:40])[CH:33]=2)[CH2:19][N:20]2[C:21](=[O:30])[C:22]3[C:27](=[CH:26][CH:25]=[CH:24][CH:23]=3)[C:28]2=[O:29])=[O:9])=[CH:4][C:3]=1[C:10]1[N:14]([CH3:15])[N:13]=[CH:12][C:11]=1[Cl:16]. The yield is 0.560. (6) The reactants are [CH3:1][N:2]([CH3:23])[CH2:3][CH2:4][C:5]1[CH:6]=[C:7]([NH:15]C(=O)OC(C)(C)C)[CH:8]=[C:9]([C:11]([F:14])([F:13])[F:12])[CH:10]=1.[ClH:24].C(OCC)C. The catalyst is CO. The product is [ClH:24].[CH3:23][N:2]([CH3:1])[CH2:3][CH2:4][C:5]1[CH:6]=[C:7]([CH:8]=[C:9]([C:11]([F:12])([F:14])[F:13])[CH:10]=1)[NH2:15]. The yield is 1.00. (7) The reactants are [CH3:1][O:2][C:3]1[CH:8]=[CH:7][C:6]([C:9]2[N:10]=[C:11]([CH:22]3[CH2:27][CH2:26][N:25]([C:28](=[O:38])[N:29]([OH:37])[CH2:30][CH2:31][C:32]([O:34]CC)=[O:33])[CH2:24][CH2:23]3)[O:12][C:13]=2[C:14]2[CH:19]=[CH:18][C:17]([O:20][CH3:21])=[CH:16][CH:15]=2)=[CH:5][CH:4]=1.O.[OH-].[Li+]. The catalyst is CO. The product is [CH3:1][O:2][C:3]1[CH:8]=[CH:7][C:6]([C:9]2[N:10]=[C:11]([CH:22]3[CH2:23][CH2:24][N:25]([C:28](=[O:38])[N:29]([OH:37])[CH2:30][CH2:31][C:32]([OH:34])=[O:33])[CH2:26][CH2:27]3)[O:12][C:13]=2[C:14]2[CH:15]=[CH:16][C:17]([O:20][CH3:21])=[CH:18][CH:19]=2)=[CH:5][CH:4]=1. The yield is 0.920. (8) The reactants are [CH:1]1[CH:9]=[C:8](Cl)[C:7]2[C:3](=[N:4][O:5][N:6]=2)[C:2]=1[N+:11]([O-:13])=[O:12].P([O-])([O-])([O-])=O.[Na+].[Na+].[Na+].[NH:22]1[CH2:27][CH2:26][O:25][CH2:24][CH2:23]1. The catalyst is C(O)C. The product is [O:25]1[CH2:26][CH2:27][N:22]([C:8]2[C:7]3[C:3](=[N:4][O:5][N:6]=3)[C:2]([N+:11]([O-:13])=[O:12])=[CH:1][CH:9]=2)[CH2:23][CH2:24]1. The yield is 0.900.